Task: Predict the reaction yield, written as a fraction of the theoretical maximum amount of product (1.0 means a 100% yield; for example, 0.34 means a 34% yield).. Dataset: Reaction yield outcomes from USPTO patents with 853,638 reactions (1) The reactants are [C:1]([CH2:3][CH2:4][N:5]1[C:9]2[CH:10]=[CH:11][C:12]([C:14]([OH:16])=O)=[CH:13][C:8]=2[N:7]=[CH:6]1)#[N:2].C1C=CC2N(O)N=NC=2C=1.Cl.CC[N:30]([CH:34]([CH3:36])[CH3:35])[CH:31]([CH3:33])[CH3:32].CCN=C=NCCCN(C)C.Cl.CN([CH:52]=[O:53])C. No catalyst specified. The product is [OH:53][CH:52]1[CH2:35][CH:34]2[N:30]([C:14]([C:12]3[CH:11]=[CH:10][C:9]4[N:5]([CH2:4][CH2:3][C:1]#[N:2])[CH:6]=[N:7][C:8]=4[CH:13]=3)=[O:16])[CH:31]([CH2:32][CH2:36]2)[CH2:33]1. The yield is 0.670. (2) The reactants are [CH:1]1([NH2+:7]C2CCCCC2)CC[CH2:4][CH2:3][CH2:2]1.[CH2:14]([C@H:18]1[O:20][C@@H:19]1[C:21]([O-:23])=O)[CH2:15][CH2:16][CH3:17].C(Cl)(=O)C(C)(C)C.C(N)CCC. The catalyst is O1CCCC1. The product is [CH2:1]([NH:7][C:21]([C@@H:19]1[C@@H:18]([CH2:14][CH2:15][CH2:16][CH3:17])[O:20]1)=[O:23])[CH2:2][CH2:3][CH3:4]. The yield is 1.00. (3) The reactants are Br[CH2:2][CH2:3][CH2:4][CH2:5][CH2:6][CH2:7][Br:8].C(C1(O)[CH2:14][O:13][CH2:12]1)C.[OH-:16].[Na+].O.CC[CH2:21][CH2:22][CH2:23][CH3:24]. The catalyst is [Br-].C([N+](CCCC)(CCCC)CCCC)CCC. The yield is 0.897. The product is [Br:8][CH2:7][CH2:6][CH2:5][CH2:4][CH2:3][CH2:2][O:16][CH2:21][C:22]1([CH2:23][CH3:24])[CH2:14][O:13][CH2:12]1. (4) The reactants are FC(F)(F)C(O)=O.[Cl:8][C:9]1[CH:10]=[CH:11][C:12]([O:34][C:35]2[CH:40]=[CH:39][C:38]([S:41]([NH:44][C:45]3[S:49][N:48]=[CH:47][N:46]=3)(=[O:43])=[O:42])=[CH:37][C:36]=2[C:50]#[N:51])=[C:13]([C:15]2[CH:20]=[CH:19][N:18]=[C:17]([N:21]3[CH2:26][CH2:25][N:24](C(OC(C)(C)C)=O)[CH2:23][CH2:22]3)[N:16]=2)[CH:14]=1.C(Cl)Cl. No catalyst specified. The product is [Cl:8][C:9]1[CH:10]=[CH:11][C:12]([O:34][C:35]2[CH:40]=[CH:39][C:38]([S:41]([NH:44][C:45]3[S:49][N:48]=[CH:47][N:46]=3)(=[O:42])=[O:43])=[CH:37][C:36]=2[C:50]#[N:51])=[C:13]([C:15]2[CH:20]=[CH:19][N:18]=[C:17]([N:21]3[CH2:26][CH2:25][NH:24][CH2:23][CH2:22]3)[N:16]=2)[CH:14]=1. The yield is 0.510. (5) The reactants are [NH2:1][C:2]1[CH:29]=[CH:28][C:5]([O:6][C:7]2[CH:12]=[CH:11][N:10]=[C:9]([NH:13][C:14]([N:16]3[CH2:21][CH2:20][N:19]([CH2:22][CH2:23][N:24]4[CH2:27][CH2:26][CH2:25]4)[CH2:18][CH2:17]3)=[O:15])[CH:8]=2)=[C:4]([F:30])[CH:3]=1.[C@]12(CS(O)(=O)=O)C(C)(C)C(CC1)CC2=O.[C:46]1([CH2:52][C:53]([N:55]=[C:56]=[S:57])=[O:54])[CH:51]=[CH:50][CH:49]=[CH:48][CH:47]=1.C(OCC)C. The catalyst is C(O)C.C1(C)C=CC=CC=1.CCCCCC. The product is [F:30][C:4]1[CH:3]=[C:2]([NH:1][C:56]([NH:55][C:53](=[O:54])[CH2:52][C:46]2[CH:47]=[CH:48][CH:49]=[CH:50][CH:51]=2)=[S:57])[CH:29]=[CH:28][C:5]=1[O:6][C:7]1[CH:12]=[CH:11][N:10]=[C:9]([NH:13][C:14]([N:16]2[CH2:21][CH2:20][N:19]([CH2:22][CH2:23][N:24]3[CH2:27][CH2:26][CH2:25]3)[CH2:18][CH2:17]2)=[O:15])[CH:8]=1. The yield is 0.433. (6) The reactants are Br[C:2]1[CH:3]=[C:4]2[C:10](I)=[N:9][N:8](C3CCCCO3)[C:5]2=[CH:6][N:7]=1.[C:18]([C:20]1[CH:21]=[C:22]([N:35]2[CH2:40][CH2:39][N:38](C(OC(C)(C)C)=O)[CH2:37][CH2:36]2)[CH:23]=[C:24](B2OC(C)(C)C(C)(C)O2)[CH:25]=1)#[N:19].[N:48]1[CH:53]=[CH:52][CH:51]=[C:50](B2OC(C)(C)C(C)(C)O2)[CH:49]=1. No catalyst specified. The product is [N:35]1([C:22]2[CH:21]=[C:20]([CH:25]=[C:24]([C:10]3[C:4]4[C:5](=[CH:6][N:7]=[C:2]([C:50]5[CH:49]=[N:48][CH:53]=[CH:52][CH:51]=5)[CH:3]=4)[NH:8][N:9]=3)[CH:23]=2)[C:18]#[N:19])[CH2:36][CH2:37][NH:38][CH2:39][CH2:40]1. The yield is 0.190.